This data is from Full USPTO retrosynthesis dataset with 1.9M reactions from patents (1976-2016). The task is: Predict the reactants needed to synthesize the given product. (1) Given the product [F:1][C:2]([C:5]1[N:6]=[C:7]([CH2:10][N:11]2[N:15]=[C:14]([NH:16][C:24]([C:22]3[N:23]=[C:19]([CH2:17][CH3:18])[O:20][C:21]=3[C:27]3[CH:28]=[CH:29][CH:30]=[CH:31][CH:32]=3)=[O:25])[CH:13]=[N:12]2)[S:8][CH:9]=1)([F:4])[CH3:3], predict the reactants needed to synthesize it. The reactants are: [F:1][C:2]([C:5]1[N:6]=[C:7]([CH2:10][N:11]2[N:15]=[C:14]([NH2:16])[CH:13]=[N:12]2)[S:8][CH:9]=1)([F:4])[CH3:3].[CH2:17]([C:19]1[O:20][C:21]([C:27]2[CH:32]=[CH:31][CH:30]=[CH:29][CH:28]=2)=[C:22]([C:24](O)=[O:25])[N:23]=1)[CH3:18]. (2) The reactants are: [CH3:1][C:2]1[CH:10]=[CH:9][C:8]([N+:11]([O-])=O)=[CH:7][C:3]=1[C:4]([OH:6])=[O:5].CCO. Given the product [NH2:11][C:8]1[CH:9]=[CH:10][C:2]([CH3:1])=[C:3]([CH:7]=1)[C:4]([OH:6])=[O:5], predict the reactants needed to synthesize it. (3) Given the product [Br:1][C:2]1[C:3]([F:15])=[CH:4][C:5]2[CH2:8][CH2:9][CH2:10][CH2:11][C:12](=[O:14])[C:6]=2[CH:7]=1, predict the reactants needed to synthesize it. The reactants are: [Br:1][C:2]1[CH:7]=[CH:6][C:5]([CH2:8][CH2:9][CH2:10][CH2:11][C:12]([OH:14])=O)=[CH:4][C:3]=1[F:15].[OH-].[Na+].O. (4) Given the product [Br:1][C:2]1[CH:7]=[CH:6][CH:5]=[CH:4][C:3]=1[CH2:8][C:9](=[N:18][OH:19])[CH3:10], predict the reactants needed to synthesize it. The reactants are: [Br:1][C:2]1[CH:7]=[CH:6][CH:5]=[CH:4][C:3]=1[CH2:8][C:9](=O)[CH3:10].CC([O-])=O.[Na+].Cl.[NH2:18][OH:19]. (5) Given the product [F:1][C:2]1[CH:3]=[CH:4][C:5]([CH2:8][CH2:9][N:10]2[C:11](=[O:16])[CH2:12][CH:13]([CH2:14][CH3:15])[CH:19]([C:17]#[N:18])[C:20]2=[O:22])=[CH:6][CH:7]=1, predict the reactants needed to synthesize it. The reactants are: [F:1][C:2]1[CH:7]=[CH:6][C:5]([CH2:8][CH2:9][NH:10][C:11](=[O:16])/[CH:12]=[CH:13]/[CH2:14][CH3:15])=[CH:4][CH:3]=1.[C:17]([CH2:19][C:20]([O:22]CC)=O)#[N:18].CC(C)([O-])C.[K+].O1CCCC1.Cl. (6) Given the product [OH:48][C@H:47]([C:38]1[CH:39]=[CH:40][C:41]2[C:42](=[O:46])[O:43][CH2:44][C:45]=2[C:37]=1[CH3:36])[CH2:49][N:8]1[CH2:9][CH2:10][CH:11]([N:14]2[CH2:22][C:21]3[C:16](=[CH:17][CH:18]=[C:19]([N:23]4[CH:27]=[N:26][N:25]=[N:24]4)[CH:20]=3)[C:15]2=[O:28])[CH2:12][CH2:13]1, predict the reactants needed to synthesize it. The reactants are: C(O)(C(F)(F)F)=O.[NH:8]1[CH2:13][CH2:12][CH:11]([N:14]2[CH2:22][C:21]3[C:16](=[CH:17][CH:18]=[C:19]([N:23]4[CH:27]=[N:26][N:25]=[N:24]4)[CH:20]=3)[C:15]2=[O:28])[CH2:10][CH2:9]1.C(N(CC)CC)C.[CH3:36][C:37]1[C:45]2[CH2:44][O:43][C:42](=[O:46])[C:41]=2[CH:40]=[CH:39][C:38]=1[C@@H:47]1[CH2:49][O:48]1.